This data is from Forward reaction prediction with 1.9M reactions from USPTO patents (1976-2016). The task is: Predict the product of the given reaction. (1) Given the reactants Br[C:2]1[N:11]([CH2:12][CH2:13][CH2:14][O:15][Si:16]([C:19]([CH3:22])([CH3:21])[CH3:20])([CH3:18])[CH3:17])[C:5]2[N:6]=[CH:7][N:8]=[C:9]([NH2:10])[C:4]=2[C:3]=1[C:23]1[CH:28]=[CH:27][C:26]([CH3:29])=[CH:25][CH:24]=1.[CH2:30](C([Sn])=C(CCCC)CCCC)[CH2:31]CC.C1C=CC=CC=1, predict the reaction product. The product is: [Si:16]([O:15][CH2:14][CH2:13][CH2:12][N:11]1[C:5]2[N:6]=[CH:7][N:8]=[C:9]([NH2:10])[C:4]=2[C:3]([C:23]2[CH:28]=[CH:27][C:26]([CH3:29])=[CH:25][CH:24]=2)=[C:2]1[CH:30]=[CH2:31])([C:19]([CH3:22])([CH3:21])[CH3:20])([CH3:18])[CH3:17]. (2) Given the reactants FC(F)(F)C(O)=O.C(OC([N:15]1[C:20]2[CH:21]=[C:22]([Cl:25])[CH:23]=[CH:24][C:19]=2[O:18][CH:17]([C:26]([N:28]2[CH2:33][CH2:32][C:31]([CH2:36][C:37]3[CH:42]=[CH:41][C:40]([Cl:43])=[CH:39][CH:38]=3)([C:34]#[N:35])[CH2:30][CH2:29]2)=[O:27])[CH2:16]1)=O)(C)(C)C, predict the reaction product. The product is: [Cl:43][C:40]1[CH:41]=[CH:42][C:37]([CH2:36][C:31]2([C:34]#[N:35])[CH2:32][CH2:33][N:28]([C:26]([CH:17]3[CH2:16][NH:15][C:20]4[CH:21]=[C:22]([Cl:25])[CH:23]=[CH:24][C:19]=4[O:18]3)=[O:27])[CH2:29][CH2:30]2)=[CH:38][CH:39]=1.